Task: Predict the product of the given reaction.. Dataset: Forward reaction prediction with 1.9M reactions from USPTO patents (1976-2016) (1) Given the reactants [BH-](OC(C)=O)(OC(C)=O)OC(C)=O.[Na+].CC(O)=O.[CH3:19][CH:20]1[CH2:24][CH2:23][CH2:22][NH:21]1.[CH:25]([C:27]1[S:31][C:30]([B:32]([OH:34])[OH:33])=[CH:29][CH:28]=1)=O, predict the reaction product. The product is: [CH3:19][CH:20]1[CH2:24][CH2:23][CH2:22][N:21]1[CH2:25][C:27]1[S:31][C:30]([B:32]([OH:34])[OH:33])=[CH:29][CH:28]=1. (2) Given the reactants [C:1]([O:5][C:6]([NH:8][C@@H:9]([C:13]([O:16][CH3:17])([CH3:15])[CH3:14])[C:10]([OH:12])=[O:11])=[O:7])(C)(C)C.FC(F)(F)C(O)=O.[OH-].[Na+].ClC(OC)=O, predict the reaction product. The product is: [CH3:17][O:16][C:13]([CH3:15])([CH3:14])[C@H:9]([NH:8][C:6]([O:5][CH3:1])=[O:7])[C:10]([OH:12])=[O:11].